This data is from Forward reaction prediction with 1.9M reactions from USPTO patents (1976-2016). The task is: Predict the product of the given reaction. (1) Given the reactants [Br:1][C:2]1[CH:3]=[C:4]2[C:12](=[CH:13][CH:14]=1)[NH:11][C:10]1[CH:9]([NH2:15])[CH2:8][CH2:7][CH2:6][C:5]2=1.[CH3:16][C:17]1[CH:22]=[C:21]([CH3:23])[N:20]=[C:19]([Cl:24])[N:18]=1, predict the reaction product. The product is: [ClH:24].[Br:1][C:2]1[CH:3]=[C:4]2[C:12](=[CH:13][CH:14]=1)[NH:11][C:10]1[CH:9]([NH:15][C:19]3[N:20]=[C:21]([CH3:23])[CH:22]=[C:17]([CH3:16])[N:18]=3)[CH2:8][CH2:7][CH2:6][C:5]2=1. (2) Given the reactants Br[C:2]1[CH:3]=[CH:4][C:5]([O:8][CH2:9][CH:10]2[CH2:15][CH2:14][N:13]([C:16]([O:18][C:19]([CH3:22])([CH3:21])[CH3:20])=[O:17])[CH2:12][CH2:11]2)=[N:6][CH:7]=1.[CH3:23][S:24]([C:27]1[CH:32]=[CH:31][C:30](B(O)O)=[CH:29][CH:28]=1)(=[O:26])=[O:25].C(=O)([O-])[O-].[K+].[K+].O1CCOCC1, predict the reaction product. The product is: [CH3:23][S:24]([C:27]1[CH:32]=[CH:31][C:30]([C:2]2[CH:3]=[CH:4][C:5]([O:8][CH2:9][CH:10]3[CH2:15][CH2:14][N:13]([C:16]([O:18][C:19]([CH3:22])([CH3:21])[CH3:20])=[O:17])[CH2:12][CH2:11]3)=[N:6][CH:7]=2)=[CH:29][CH:28]=1)(=[O:26])=[O:25]. (3) Given the reactants [NH:1]1[C:9]2[C:4](=[CH:5][C:6]([CH:10]=[O:11])=[CH:7][CH:8]=2)[CH:3]=[N:2]1.[Br:12]N1C(=O)CCC1=O, predict the reaction product. The product is: [Br:12][C:3]1[C:4]2[C:9](=[CH:8][CH:7]=[C:6]([CH:10]=[O:11])[CH:5]=2)[NH:1][N:2]=1. (4) Given the reactants [C:1]([NH:4][C:5]1[CH:10]=[CH:9][C:8]([OH:11])=[CH:7][CH:6]=1)(=[O:3])[CH3:2].[H-].[Na+].[CH3:14][C:15]1[CH:16]=[C:17]([NH:24][C:25]([C:27]2([CH3:30])[CH2:29][O:28]2)=[O:26])[CH:18]=[CH:19][C:20]=1[N+:21]([O-:23])=[O:22], predict the reaction product. The product is: [C:1]([NH:4][C:5]1[CH:10]=[CH:9][C:8]([O:11][CH2:30][C:27]([OH:28])([CH3:29])[C:25]([NH:24][C:17]2[CH:18]=[CH:19][C:20]([N+:21]([O-:23])=[O:22])=[C:15]([CH3:14])[CH:16]=2)=[O:26])=[CH:7][CH:6]=1)(=[O:3])[CH3:2]. (5) Given the reactants [Br:1][C:2]1[CH:3]=[CH:4][C:5]2[C:11]3[S:12][C:13]([C:15]([NH:17][NH2:18])=[O:16])=[CH:14][C:10]=3[CH2:9][CH2:8][O:7][C:6]=2[CH:19]=1.C(N(CC)CC)C.C1N=CN([C:32](N2C=NC=C2)=[O:33])C=1, predict the reaction product. The product is: [Br:1][C:2]1[CH:3]=[CH:4][C:5]2[C:11]3[S:12][C:13]([C:15]4[O:16][C:32](=[O:33])[NH:18][N:17]=4)=[CH:14][C:10]=3[CH2:9][CH2:8][O:7][C:6]=2[CH:19]=1.